Dataset: NCI-60 drug combinations with 297,098 pairs across 59 cell lines. Task: Regression. Given two drug SMILES strings and cell line genomic features, predict the synergy score measuring deviation from expected non-interaction effect. (1) Drug 1: C1CCC(C(C1)N)N.C(=O)(C(=O)[O-])[O-].[Pt+4]. Drug 2: CC1CCCC2(C(O2)CC(NC(=O)CC(C(C(=O)C(C1O)C)(C)C)O)C(=CC3=CSC(=N3)C)C)C. Cell line: HL-60(TB). Synergy scores: CSS=62.4, Synergy_ZIP=-0.824, Synergy_Bliss=-1.43, Synergy_Loewe=-4.16, Synergy_HSA=0.0967. (2) Drug 1: CS(=O)(=O)CCNCC1=CC=C(O1)C2=CC3=C(C=C2)N=CN=C3NC4=CC(=C(C=C4)OCC5=CC(=CC=C5)F)Cl. Drug 2: C1C(C(OC1N2C=NC3=C2NC=NCC3O)CO)O. Cell line: SW-620. Synergy scores: CSS=-2.19, Synergy_ZIP=-0.560, Synergy_Bliss=-2.84, Synergy_Loewe=-3.48, Synergy_HSA=-3.34. (3) Synergy scores: CSS=8.84, Synergy_ZIP=-4.27, Synergy_Bliss=1.03, Synergy_Loewe=-4.59, Synergy_HSA=1.55. Drug 2: CN(CC1=CN=C2C(=N1)C(=NC(=N2)N)N)C3=CC=C(C=C3)C(=O)NC(CCC(=O)O)C(=O)O. Drug 1: CNC(=O)C1=CC=CC=C1SC2=CC3=C(C=C2)C(=NN3)C=CC4=CC=CC=N4. Cell line: UACC62. (4) Drug 1: C1=CN(C(=O)N=C1N)C2C(C(C(O2)CO)O)O.Cl. Drug 2: CN(C(=O)NC(C=O)C(C(C(CO)O)O)O)N=O. Cell line: HCC-2998. Synergy scores: CSS=42.5, Synergy_ZIP=3.69, Synergy_Bliss=2.31, Synergy_Loewe=-45.9, Synergy_HSA=-0.467. (5) Drug 1: C1CC(C1)(C(=O)O)C(=O)O.[NH2-].[NH2-].[Pt+2]. Drug 2: C(CN)CNCCSP(=O)(O)O. Cell line: HCT-15. Synergy scores: CSS=3.44, Synergy_ZIP=-0.775, Synergy_Bliss=2.03, Synergy_Loewe=-6.71, Synergy_HSA=-1.00. (6) Drug 2: CC1CCCC2(C(O2)CC(NC(=O)CC(C(C(=O)C(C1O)C)(C)C)O)C(=CC3=CSC(=N3)C)C)C. Cell line: COLO 205. Drug 1: CCC1=CC2CC(C3=C(CN(C2)C1)C4=CC=CC=C4N3)(C5=C(C=C6C(=C5)C78CCN9C7C(C=CC9)(C(C(C8N6C)(C(=O)OC)O)OC(=O)C)CC)OC)C(=O)OC.C(C(C(=O)O)O)(C(=O)O)O. Synergy scores: CSS=33.2, Synergy_ZIP=4.14, Synergy_Bliss=6.52, Synergy_Loewe=5.28, Synergy_HSA=4.97. (7) Drug 1: C1=C(C(=O)NC(=O)N1)N(CCCl)CCCl. Cell line: UO-31. Synergy scores: CSS=18.7, Synergy_ZIP=-8.00, Synergy_Bliss=-5.63, Synergy_Loewe=-2.53, Synergy_HSA=-2.09. Drug 2: C1CC(C1)(C(=O)O)C(=O)O.[NH2-].[NH2-].[Pt+2]. (8) Synergy scores: CSS=32.7, Synergy_ZIP=-5.51, Synergy_Bliss=-0.567, Synergy_Loewe=-26.4, Synergy_HSA=-1.46. Cell line: NCI/ADR-RES. Drug 2: C1=CN(C(=O)N=C1N)C2C(C(C(O2)CO)O)O.Cl. Drug 1: C1CCN(CC1)CCOC2=CC=C(C=C2)C(=O)C3=C(SC4=C3C=CC(=C4)O)C5=CC=C(C=C5)O.